From a dataset of Reaction yield outcomes from USPTO patents with 853,638 reactions. Predict the reaction yield, written as a fraction of the theoretical maximum amount of product (1.0 means a 100% yield; for example, 0.34 means a 34% yield). (1) The reactants are [CH2:1]([O:3][C:4](=[O:21])[C:5](=[C:8]1[CH2:13][CH2:12][N:11]([C:14]([O:16][C:17]([CH3:20])([CH3:19])[CH3:18])=[O:15])[CH2:10][CH2:9]1)[CH2:6][CH3:7])[CH3:2].[H][H]. The catalyst is [Pt](=O)=O.CCO. The product is [CH2:1]([O:3][C:4](=[O:21])[CH:5]([CH:8]1[CH2:9][CH2:10][N:11]([C:14]([O:16][C:17]([CH3:18])([CH3:20])[CH3:19])=[O:15])[CH2:12][CH2:13]1)[CH2:6][CH3:7])[CH3:2]. The yield is 1.00. (2) The reactants are [Cl-:1].[Cl-].[CH:3]1([Zr+2:12]C2C3C(CC=CC=3)CC2)[C:11]2[CH:6]([CH2:7][CH:8]=[CH:9][CH:10]=2)[CH2:5][CH2:4]1.[Cl-].[Zr+4].[Cl-].[Cl-].[Cl-].[CH2:27]([CH:31]1[C:39]2[C:34](=[CH:35][CH:36]=[CH:37][CH:38]=2)[CH:33]=[C:32]1[Li])[CH2:28][CH2:29][CH3:30]. The catalyst is C1(C)C=CC=CC=1. The product is [Cl-:1].[Cl-:1].[CH:3]1([Zr+2:12][C:32]2[CH:31]([CH2:27][CH2:28][CH2:29][CH3:30])[C:39]3[C:34]([CH:33]=2)=[CH:35][CH:36]=[CH:37][CH:38]=3)[C:11]2[CH:6]([CH2:7][CH:8]=[CH:9][CH:10]=2)[CH2:5][CH2:4]1. The yield is 0.430. (3) The yield is 0.630. The product is [F:14][C:15]1[CH:21]=[CH:20][CH:19]=[C:18]([F:22])[C:16]=1[NH:17][C:2]([C:4]1[CH:13]=[CH:12][C:7]([C:8]([O:10][CH3:11])=[O:9])=[CH:6][CH:5]=1)=[O:3]. The reactants are Cl[C:2]([C:4]1[CH:13]=[CH:12][C:7]([C:8]([O:10][CH3:11])=[O:9])=[CH:6][CH:5]=1)=[O:3].[F:14][C:15]1[CH:21]=[CH:20][CH:19]=[C:18]([F:22])[C:16]=1[NH2:17].C[Si]([N-][Si](C)(C)C)(C)C.[Na+]. The catalyst is C(Cl)Cl. (4) The reactants are [F:1][C:2]1[CH:7]=[C:6]([I:8])[CH:5]=[CH:4][C:3]=1[NH:9][C:10]1[N:15]([CH3:16])[C:14](=[O:17])[C:13]2[CH:18]=[CH:19][O:20][C:12]=2[C:11]=1[C:21](O)=[O:22].[NH2:24][CH2:25][CH2:26][CH2:27][OH:28].C(Cl)CCl.C1C=CC2N(O)N=NC=2C=1. The catalyst is CN(C=O)C. The product is [F:1][C:2]1[CH:7]=[C:6]([I:8])[CH:5]=[CH:4][C:3]=1[NH:9][C:10]1[N:15]([CH3:16])[C:14](=[O:17])[C:13]2[CH:18]=[CH:19][O:20][C:12]=2[C:11]=1[C:21]([NH:24][CH2:25][CH2:26][CH2:27][OH:28])=[O:22]. The yield is 0.0970. (5) The reactants are [CH3:1][O:2][C:3]1[CH:4]=[C:5]2[C:9](=[CH:10][CH:11]=1)[NH:8][CH:7]=[CH:6]2.I[C:13]1[CH:14]=[C:15]([CH3:20])[CH:16]=[C:17]([CH3:19])[CH:18]=1.[O-]P([O-])([O-])=O.[K+].[K+].[K+].[C@@H]1(N)CCCC[C@H]1N. The catalyst is [Cu]I.CCCCCC.C(OCC)(=O)C.O1CCOCC1. The product is [CH3:20][C:15]1[CH:14]=[C:13]([N:8]2[C:9]3[C:5](=[CH:4][C:3]([O:2][CH3:1])=[CH:11][CH:10]=3)[CH:6]=[CH:7]2)[CH:18]=[C:17]([CH3:19])[CH:16]=1. The yield is 1.00. (6) The reactants are [Cl:1][C:2]1[CH:7]=[C:6]([Cl:8])[CH:5]=[CH:4][C:3]=1[OH:9].[NH:10]1[CH2:14][CH2:13][CH2:12][CH2:11]1.[CH2:15]=O. The catalyst is C(O)C.O. The product is [Cl:1][C:2]1[CH:7]=[C:6]([Cl:8])[CH:5]=[C:4]([CH2:15][N:10]2[CH2:14][CH2:13][CH2:12][CH2:11]2)[C:3]=1[OH:9]. The yield is 0.870. (7) The reactants are [Br:1][C:2]1[CH:3]=[CH:4][C:5]2[N:6]([C:8]([C:18]([O:20]CC)=[O:19])=[C:9]([C:11]3[CH:16]=[CH:15][C:14]([F:17])=[CH:13][CH:12]=3)[N:10]=2)[CH:7]=1.CO.[OH-].[Na+].Cl. The catalyst is O.C1COCC1. The product is [Br:1][C:2]1[CH:3]=[CH:4][C:5]2[N:6]([C:8]([C:18]([OH:20])=[O:19])=[C:9]([C:11]3[CH:12]=[CH:13][C:14]([F:17])=[CH:15][CH:16]=3)[N:10]=2)[CH:7]=1. The yield is 0.800.